Dataset: Peptide-MHC class I binding affinity with 185,985 pairs from IEDB/IMGT. Task: Regression. Given a peptide amino acid sequence and an MHC pseudo amino acid sequence, predict their binding affinity value. This is MHC class I binding data. (1) The peptide sequence is FQKDAKVLF. The MHC is HLA-B08:01 with pseudo-sequence HLA-B08:01. The binding affinity (normalized) is 0.0847. (2) The peptide sequence is SESTIDIIL. The MHC is HLA-A31:01 with pseudo-sequence HLA-A31:01. The binding affinity (normalized) is 0.0847. (3) The peptide sequence is QLQQYAESR. The MHC is HLA-A11:01 with pseudo-sequence HLA-A11:01. The binding affinity (normalized) is 0.0907. (4) The peptide sequence is MEQRVMATL. The MHC is HLA-B40:01 with pseudo-sequence HLA-B40:01. The binding affinity (normalized) is 1.00. (5) The MHC is HLA-A02:01 with pseudo-sequence HLA-A02:01. The binding affinity (normalized) is 0.0847. The peptide sequence is STGKSIKFK. (6) The peptide sequence is SDHLLSEML. The MHC is HLA-B40:01 with pseudo-sequence HLA-B40:01. The binding affinity (normalized) is 0.208. (7) The peptide sequence is LKSPKRCSF. The MHC is HLA-B15:03 with pseudo-sequence HLA-B15:03. The binding affinity (normalized) is 0.907.